This data is from Full USPTO retrosynthesis dataset with 1.9M reactions from patents (1976-2016). The task is: Predict the reactants needed to synthesize the given product. Given the product [ClH:1].[NH2:50][CH2:49][C@H:46]1[CH2:45][CH2:44][C@H:43]([C:41]([NH:40][C@@H:26]([CH2:25][C:21]2[CH:20]=[C:19]([C:17]3[CH:18]=[C:13]([S:10](=[O:11])(=[O:12])[NH:9][CH2:2][C:3]4[CH:4]=[CH:5][CH:6]=[CH:7][CH:8]=4)[CH:14]=[CH:15][C:16]=3[CH3:58])[CH:24]=[CH:23][CH:22]=2)[C:27](=[O:39])[NH:28][C:29]2[CH:38]=[CH:37][C:32]3[NH:33][C:34](=[O:36])[NH:35][C:31]=3[CH:30]=2)=[O:42])[CH2:48][CH2:47]1, predict the reactants needed to synthesize it. The reactants are: [ClH:1].[CH2:2]([NH:9][S:10]([C:13]1[CH:14]=[CH:15][C:16]([CH3:58])=[C:17]([C:19]2[CH:24]=[CH:23][CH:22]=[C:21]([CH2:25][C@H:26]([NH:40][C:41]([C@H:43]3[CH2:48][CH2:47][C@H:46]([CH2:49][NH:50]C(=O)OC(C)(C)C)[CH2:45][CH2:44]3)=[O:42])[C:27](=[O:39])[NH:28][C:29]3[CH:38]=[CH:37][C:32]4[NH:33][C:34](=[O:36])[NH:35][C:31]=4[CH:30]=3)[CH:20]=2)[CH:18]=1)(=[O:12])=[O:11])[C:3]1[CH:8]=[CH:7][CH:6]=[CH:5][CH:4]=1.C(#N)C.